Dataset: Experimentally validated miRNA-target interactions with 360,000+ pairs, plus equal number of negative samples. Task: Binary Classification. Given a miRNA mature sequence and a target amino acid sequence, predict their likelihood of interaction. (1) The protein sequence of the target gene is MELSSKKKLHALSLAEKIQVLELLDESKMSQSEVARRFQVSQPQISRICKNKEKLLADWCSGTANRERKRKRESKYSGIDEALLCWYHIARAKAWDVTGPMLLHKAKELADIMGQDFVPSIGWLVRWKRRNNVGFGARHVLAPSFPPEPPPPGLTSQAQLPLSLKDFSPEDVFGCAELPLLYRAVPGSFGACDQVQVLLCANSRGTEKRRVLLGGLQAAPRCFFGIRSEALPASYHPDLGIPWLEWLAQFDRDMGQQGRQVALLLAARVVEELAGLPGLYHVKLLPLAASSTTPPLPSSV.... The miRNA is cel-miR-61-3p with sequence UGACUAGAACCGUUACUCAUC. Result: 0 (no interaction). (2) The miRNA is hsa-miR-106b-3p with sequence CCGCACUGUGGGUACUUGCUGC. The protein sequence of the target gene is MAGNFWQSSHYLQWILDKQDLLKERQKDLKFLSEEEYWKLQIFFTNVIQALGEHLKLRQQVIATATVYFKRFYARYSLKSIDPVLMAPTCVFLASKVEEFGVVSNTRLIAATTSVLKTRFSYAFPKEFPYRMNHILECEFYLLELMDCCLIVYHPYRPLLQYVQDMGQEDVLLPLAWRIVNDTYRTDLCLLYPPFMIALACLHVACVVQQKDARQWFAELSVDMEKILEIIRVILKLYEQWKNFDERKEMATILSKMPKPKPPPNSEGEQGPNGSQNSSYSQS. Result: 0 (no interaction).